Task: Predict which catalyst facilitates the given reaction.. Dataset: Catalyst prediction with 721,799 reactions and 888 catalyst types from USPTO (1) Reactant: [Cl:1][C:2]1[CH:7]=[C:6]([NH:8][C:9]2[CH:14]=[CH:13][CH:12]=[CH:11][C:10]=2[CH2:15][CH2:16][OH:17])[CH:5]=[CH:4][C:3]=1[C:18]([C:20]1[CH:25]=[CH:24][CH:23]=[CH:22][C:21]=1[CH3:26])=[O:19].[C:27]([O:31][C:32](ONC(C1C=CC=CC=1)C#N)=[O:33])([CH3:30])([CH3:29])[CH3:28].O.CCOC(C)=O. Product: [C:32](=[O:33])([O:17][CH2:16][CH2:15][C:10]1[CH:11]=[CH:12][CH:13]=[CH:14][C:9]=1[NH:8][C:6]1[CH:5]=[CH:4][C:3]([C:18](=[O:19])[C:20]2[CH:25]=[CH:24][CH:23]=[CH:22][C:21]=2[CH3:26])=[C:2]([Cl:1])[CH:7]=1)[O:31][C:27]([CH3:30])([CH3:29])[CH3:28]. The catalyst class is: 66. (2) Reactant: [CH3:1][C:2]1[CH:7]=[CH:6][CH:5]=[C:4]([CH3:8])[C:3]=1[CH2:9][S:10]([C:13]1[CH:14]=[C:15]2[C:19](=[CH:20][CH:21]=1)[NH:18][C:17](=[O:22])/[C:16]/2=[CH:23]\[C:24]1[NH:28][C:27]([CH3:29])=[C:26]([C:30](O)=[O:31])[C:25]=1[CH3:33])(=[O:12])=[O:11].[CH3:34][N:35]1[CH2:40][CH2:39][NH:38][CH2:37][CH2:36]1.C1C=CC2N(O)N=NC=2C=1.CCN=C=NCCCN(C)C.Cl. Product: [CH3:33][C:25]1[C:26]([C:30]([N:38]2[CH2:39][CH2:40][N:35]([CH3:34])[CH2:36][CH2:37]2)=[O:31])=[C:27]([CH3:29])[NH:28][C:24]=1/[CH:23]=[C:16]1\[C:17](=[O:22])[NH:18][C:19]2[C:15]\1=[CH:14][C:13]([S:10]([CH2:9][C:3]1[C:2]([CH3:1])=[CH:7][CH:6]=[CH:5][C:4]=1[CH3:8])(=[O:11])=[O:12])=[CH:21][CH:20]=2. The catalyst class is: 3. (3) Reactant: [CH2:1]([N:8]1[CH2:13][CH2:12][CH:11]([CH2:14][O:15][C:16](=[O:44])[C@:17]([C:25]2[CH:26]=[C:27]([CH:41]=[CH:42][CH:43]=2)[O:28][CH2:29][CH:30]2[CH2:33][N:32](C(OC(C)(C)C)=O)[CH2:31]2)([OH:24])[C:18]2[CH:23]=[CH:22][CH:21]=[CH:20][CH:19]=2)[CH2:10][CH2:9]1)[C:2]1[CH:7]=[CH:6][CH:5]=[CH:4][CH:3]=1.[F:45][C:46]([F:51])([F:50])[C:47]([OH:49])=[O:48]. Product: [F:45][C:46]([F:51])([F:50])[C:47]([OH:49])=[O:48].[NH:32]1[CH2:33][CH:30]([CH2:29][O:28][C:27]2[CH:26]=[C:25]([C@@:17]([OH:24])([C:18]3[CH:23]=[CH:22][CH:21]=[CH:20][CH:19]=3)[C:16]([O:15][CH2:14][CH:11]3[CH2:12][CH2:13][N:8]([CH2:1][C:2]4[CH:3]=[CH:4][CH:5]=[CH:6][CH:7]=4)[CH2:9][CH2:10]3)=[O:44])[CH:43]=[CH:42][CH:41]=2)[CH2:31]1. The catalyst class is: 2. (4) Reactant: C[O:2][C:3](=[O:29])[CH:4]=[CH:5][C:6]1[CH:11]=[CH:10][CH:9]=[C:8]([CH2:12][NH:13][S:14]([CH2:17][N:18]2[CH:22]=[C:21]([C:23]3[CH:28]=[CH:27][CH:26]=[CH:25][CH:24]=3)[N:20]=[N:19]2)(=[O:16])=[O:15])[CH:7]=1.[OH-].[Na+]. Product: [C:23]1([C:21]2[N:20]=[N:19][N:18]([CH2:17][S:14]([NH:13][CH2:12][C:8]3[CH:7]=[C:6]([CH:5]=[CH:4][C:3]([OH:29])=[O:2])[CH:11]=[CH:10][CH:9]=3)(=[O:15])=[O:16])[CH:22]=2)[CH:28]=[CH:27][CH:26]=[CH:25][CH:24]=1. The catalyst class is: 24. (5) Reactant: [NH2:1][C:2](=[O:43])[CH2:3][C:4]1[CH:42]=[CH:41][CH:40]=[CH:39][C:5]=1[CH2:6][CH2:7][C:8]1[C:13]([C:14]([F:17])([F:16])[F:15])=[CH:12][N:11]=[C:10]([NH:18][C:19]2[CH:24]=[CH:23][C:22]([N:25]3[CH2:30][CH2:29][CH:28]([NH:31]C(=O)OC(C)(C)C)[CH2:27][CH2:26]3)=[CH:21][CH:20]=2)[N:9]=1.FC(F)(F)C(O)=O. Product: [NH2:31][CH:28]1[CH2:29][CH2:30][N:25]([C:22]2[CH:23]=[CH:24][C:19]([NH:18][C:10]3[N:9]=[C:8]([CH2:7][CH2:6][C:5]4[CH:39]=[CH:40][CH:41]=[CH:42][C:4]=4[CH2:3][C:2]([NH2:1])=[O:43])[C:13]([C:14]([F:15])([F:17])[F:16])=[CH:12][N:11]=3)=[CH:20][CH:21]=2)[CH2:26][CH2:27]1. The catalyst class is: 4.